Predict the reaction yield, written as a fraction of the theoretical maximum amount of product (1.0 means a 100% yield; for example, 0.34 means a 34% yield). From a dataset of Reaction yield outcomes from USPTO patents with 853,638 reactions. (1) The reactants are [N:1]1[CH:6]=[CH:5][CH:4]=[CH:3][C:2]=1[CH3:7].[Li]CCCC.[F:13][C:14]([F:42])([F:41])[O:15][C:16]1[CH:17]=[C:18]([C:22]([C:30]2[CH:35]=[CH:34][CH:33]=[C:32]([O:36][C:37]([F:40])([F:39])[F:38])[CH:31]=2)=[N:23][S@@:24]([C:26]([CH3:29])([CH3:28])[CH3:27])=[O:25])[CH:19]=[CH:20][CH:21]=1. The yield is 0.480. The catalyst is CCOCC. The product is [CH3:29][C:26]([S:24]([NH:23][C:22]([C:30]1[CH:35]=[CH:34][CH:33]=[C:32]([O:36][C:37]([F:40])([F:38])[F:39])[CH:31]=1)([C:18]1[CH:19]=[CH:20][CH:21]=[C:16]([O:15][C:14]([F:13])([F:42])[F:41])[CH:17]=1)[CH2:7][C:2]1[CH:3]=[CH:4][CH:5]=[CH:6][N:1]=1)=[O:25])([CH3:27])[CH3:28]. (2) The reactants are Cl[Sn]Cl.O.[Cl:5][C:6]1[C:11]([N+:12]([O-])=O)=[CH:10][CH:9]=[C:8]([Cl:15])[C:7]=1[CH3:16]. The catalyst is C(O)C. The product is [Cl:5][C:6]1[C:11]([NH2:12])=[CH:10][CH:9]=[C:8]([Cl:15])[C:7]=1[CH3:16]. The yield is 0.980.